From a dataset of Full USPTO retrosynthesis dataset with 1.9M reactions from patents (1976-2016). Predict the reactants needed to synthesize the given product. (1) Given the product [F:23][C:2]1([F:1])[O:7][C:6]2[CH:8]=[CH:9][C:10]([NH:12][C:13]([C:15]3[S:16][CH:17]=[CH:18][C:19]=3[NH:20][CH2:48][C:41]3[C:42]4[C:47](=[N:46][CH:45]=[CH:44][CH:43]=4)[NH:39][CH:40]=3)=[O:14])=[CH:11][C:5]=2[O:4][C:3]1([F:22])[F:21], predict the reactants needed to synthesize it. The reactants are: [F:1][C:2]1([F:23])[O:7][C:6]2[CH:8]=[CH:9][C:10]([NH:12][C:13]([C:15]3[S:16][CH:17]=[CH:18][C:19]=3[NH2:20])=[O:14])=[CH:11][C:5]=2[O:4][C:3]1([F:22])[F:21].NC1C=CC2OC(F)(F)C(F)(F)OC=2C=1.[NH:39]1[C:47]2[C:42](=[CH:43][CH:44]=[CH:45][N:46]=2)[C:41]([CH:48]=O)=[CH:40]1. (2) The reactants are: C1([Mg]Cl)C=CC=CC=1.[N+:9]([C:12]1[CH:17]=[CH:16][CH:15]=[CH:14][C:13]=1I)([O-:11])=[O:10].[C:19]1(=[O:25])[CH2:24][CH2:23][CH2:22][CH2:21][CH2:20]1.[Cl-].[NH4+]. Given the product [N+:9]([C:12]1[CH:17]=[CH:16][CH:15]=[CH:14][C:13]=1[C:19]1([OH:25])[CH2:24][CH2:23][CH2:22][CH2:21][CH2:20]1)([O-:11])=[O:10], predict the reactants needed to synthesize it. (3) Given the product [Cl:2][C:3]1[CH:4]=[N+:5]([O-:35])[CH:6]=[C:7]([Cl:34])[C:8]=1[CH2:9][C@@H:10]([C:19]1[CH:24]=[CH:23][C:22]([O:25][CH:26]([F:28])[F:27])=[C:21]([O:29][CH2:30][CH:31]2[CH2:33][CH2:32]2)[CH:20]=1)[O:11][C:12]([C@H:14]1[N:18]([S:50]([C:46]2[CH:47]=[CH:48][CH:49]=[C:44]([CH2:43][OH:42])[CH:45]=2)(=[O:52])=[O:51])[CH2:17][CH2:16][S:15]1)=[O:13], predict the reactants needed to synthesize it. The reactants are: Cl.[Cl:2][C:3]1[CH:4]=[N+:5]([O-:35])[CH:6]=[C:7]([Cl:34])[C:8]=1[CH2:9][C@@H:10]([C:19]1[CH:24]=[CH:23][C:22]([O:25][CH:26]([F:28])[F:27])=[C:21]([O:29][CH2:30][CH:31]2[CH2:33][CH2:32]2)[CH:20]=1)[O:11][C:12]([C@H:14]1[NH:18][CH2:17][CH2:16][S:15]1)=[O:13].N1C=CC=CC=1.[OH:42][CH2:43][C:44]1[CH:45]=[C:46]([S:50](Cl)(=[O:52])=[O:51])[CH:47]=[CH:48][CH:49]=1. (4) Given the product [CH2:1]([C:8]1[CH:17]=[C:16]2[C:11]([CH:12]=[C:13]([C:22]([OH:24])=[O:23])[CH:14]([C:18]([F:19])([F:20])[F:21])[O:15]2)=[CH:10][CH:9]=1)[C:2]1[CH:7]=[CH:6][CH:5]=[CH:4][CH:3]=1, predict the reactants needed to synthesize it. The reactants are: [CH2:1]([C:8]1[CH:17]=[C:16]2[C:11]([CH:12]=[C:13]([C:22]([O:24]CC)=[O:23])[CH:14]([C:18]([F:21])([F:20])[F:19])[O:15]2)=[CH:10][CH:9]=1)[C:2]1[CH:7]=[CH:6][CH:5]=[CH:4][CH:3]=1.[Li+].[OH-]. (5) Given the product [C:10]([C:5]1[CH:6]=[CH:7][CH:8]=[C:9]2[C:4]=1[CH:3]=[N:2][N:1]2[CH2:13][CH2:14][C:15]([O:17][CH2:18][CH3:19])=[O:16])#[N:11], predict the reactants needed to synthesize it. The reactants are: [NH:1]1[C:9]2[CH:8]=[CH:7][CH:6]=[C:5]([C:10]#[N:11])[C:4]=2[CH:3]=[N:2]1.Br[CH2:13][CH2:14][C:15]([O:17][CH2:18][CH3:19])=[O:16].C(=O)([O-])[O-].[Cs+].[Cs+]. (6) Given the product [O:52]=[S:2]1(=[O:1])[CH2:3][CH2:4][CH:5]([O:8][C:9]2[CH:16]=[CH:15][C:14]([C:17]3[C:18]4[CH:25]=[C:24]([C:26]5[CH:31]=[CH:30][C:29]([N:32]6[CH2:33][CH2:34][N:35]([CH:38]7[CH2:41][O:40][CH2:39]7)[CH2:36][CH2:37]6)=[C:28]([O:42][CH3:43])[CH:27]=5)[NH:23][C:19]=4[N:20]=[CH:21][N:22]=3)=[CH:13][C:10]=2[C:11]#[N:12])[CH2:6][CH2:7]1.[C:53]([OH:59])([C:55]([F:58])([F:57])[F:56])=[O:54], predict the reactants needed to synthesize it. The reactants are: [O:1]=[S:2]1(=[O:52])[CH2:7][CH2:6][CH:5]([O:8][C:9]2[CH:16]=[CH:15][C:14]([C:17]3[C:18]4[CH:25]=[C:24]([C:26]5[CH:31]=[CH:30][C:29]([N:32]6[CH2:37][CH2:36][N:35]([CH:38]7[CH2:41][O:40][CH2:39]7)[CH2:34][CH2:33]6)=[C:28]([O:42][CH3:43])[CH:27]=5)[N:23](COCC[Si](C)(C)C)[C:19]=4[N:20]=[CH:21][N:22]=3)=[CH:13][C:10]=2[C:11]#[N:12])[CH2:4][CH2:3]1.[C:53]([OH:59])([C:55]([F:58])([F:57])[F:56])=[O:54]. (7) Given the product [CH2:26]([O:28][C:29]([CH:31]1[CH2:36][CH2:35][N:34]([C:5](=[O:7])[C:4]2[CH:8]=[CH:9][C:10]([CH:11]([CH3:25])[C:12]([C:18]3[CH:23]=[CH:22][N:21]=[C:20]([Cl:24])[CH:19]=3)([OH:17])[C:13]([F:14])([F:16])[F:15])=[C:2]([Cl:1])[CH:3]=2)[CH2:33][CH2:32]1)=[O:30])[CH3:27], predict the reactants needed to synthesize it. The reactants are: [Cl:1][C:2]1[CH:3]=[C:4]([CH:8]=[CH:9][C:10]=1[CH:11]([CH3:25])[C:12]([C:18]1[CH:23]=[CH:22][N:21]=[C:20]([Cl:24])[CH:19]=1)([OH:17])[C:13]([F:16])([F:15])[F:14])[C:5]([OH:7])=O.[CH2:26]([O:28][C:29]([CH:31]1[CH2:36][CH2:35][NH:34][CH2:33][CH2:32]1)=[O:30])[CH3:27].CN(C(ON1N=NC2C=CC=CC1=2)=[N+](C)C)C.F[P-](F)(F)(F)(F)F. (8) Given the product [CH2:1]([C:5]1([CH2:31][CH2:32][CH2:33][CH3:34])[C:14]2[C:9](=[CH:10][C:11]([F:15])=[CH:12][CH:13]=2)[C:8]([OH:16])=[C:7]([C:17]2[NH:22][C:21]3[CH:23]=[CH:24][C:25](/[CH:37]=[CH:36]/[C:35]([NH2:39])=[O:38])=[CH:26][C:20]=3[S:19](=[O:29])(=[O:28])[N:18]=2)[C:6]1=[O:30])[CH2:2][CH2:3][CH3:4], predict the reactants needed to synthesize it. The reactants are: [CH2:1]([C:5]1([CH2:31][CH2:32][CH2:33][CH3:34])[C:14]2[C:9](=[CH:10][C:11]([F:15])=[CH:12][CH:13]=2)[C:8]([OH:16])=[C:7]([C:17]2[NH:22][C:21]3[CH:23]=[CH:24][C:25](I)=[CH:26][C:20]=3[S:19](=[O:29])(=[O:28])[N:18]=2)[C:6]1=[O:30])[CH2:2][CH2:3][CH3:4].[C:35]([NH2:39])(=[O:38])[CH:36]=[CH2:37].C(N(CC)CC)C.